Dataset: HIV replication inhibition screening data with 41,000+ compounds from the AIDS Antiviral Screen. Task: Binary Classification. Given a drug SMILES string, predict its activity (active/inactive) in a high-throughput screening assay against a specified biological target. (1) The compound is CN1CCc2c([nH]c3ccccc23)C1. The result is 0 (inactive). (2) The compound is COc1c(Cl)cc(S(=O)OC)cc1Cl. The result is 0 (inactive). (3) The molecule is CSc1nc(N)cc(C(F)(F)F)n1. The result is 0 (inactive). (4) The compound is Cc1cc2c(cc1C)[n+](=O)[c-](C#N)c(N1CCN(c3ccc([N+](=O)[O-])cc3)CC1)[n+]2[O-]. The result is 0 (inactive). (5) The molecule is C[N+]1(Cc2ccco2)CCCCC1. The result is 0 (inactive). (6) The compound is O=C1CCCN1CC#CCN1CC2C3CCC(C3)C2C1. The result is 0 (inactive).